Dataset: Peptide-MHC class I binding affinity with 185,985 pairs from IEDB/IMGT. Task: Regression. Given a peptide amino acid sequence and an MHC pseudo amino acid sequence, predict their binding affinity value. This is MHC class I binding data. (1) The peptide sequence is DLKLVDVKL. The MHC is HLA-B46:01 with pseudo-sequence HLA-B46:01. The binding affinity (normalized) is 0.0847. (2) The peptide sequence is TAAIMLASY. The MHC is HLA-A02:01 with pseudo-sequence HLA-A02:01. The binding affinity (normalized) is 0.0847. (3) The peptide sequence is HIMPNSFRV. The MHC is HLA-A01:01 with pseudo-sequence HLA-A01:01. The binding affinity (normalized) is 0.0847. (4) The peptide sequence is NFKHLREFVF. The MHC is HLA-A30:02 with pseudo-sequence HLA-A30:02. The binding affinity (normalized) is 0.